From a dataset of Peptide-MHC class II binding affinity with 134,281 pairs from IEDB. Regression. Given a peptide amino acid sequence and an MHC pseudo amino acid sequence, predict their binding affinity value. This is MHC class II binding data. (1) The peptide sequence is RKVCYNAVLTHVKIN. The MHC is DRB1_1501 with pseudo-sequence DRB1_1501. The binding affinity (normalized) is 0.204. (2) The peptide sequence is KKEEKKESGDAASGA. The MHC is HLA-DQA10401-DQB10402 with pseudo-sequence HLA-DQA10401-DQB10402. The binding affinity (normalized) is 0.227. (3) The peptide sequence is ATEVVRRLTATAHRG. The MHC is DRB1_1201 with pseudo-sequence DRB1_1201. The binding affinity (normalized) is 0.428. (4) The peptide sequence is ELKESWGAIWRIDTP. The MHC is DRB1_0405 with pseudo-sequence DRB1_0405. The binding affinity (normalized) is 0.302. (5) The peptide sequence is ALRIIAGTPEVHAVK. The MHC is HLA-DQA10301-DQB10302 with pseudo-sequence HLA-DQA10301-DQB10302. The binding affinity (normalized) is 0.192. (6) The peptide sequence is CDERVSSDQSALSEF. The MHC is HLA-DQA10201-DQB10303 with pseudo-sequence HLA-DQA10201-DQB10303. The binding affinity (normalized) is 0.372.